From a dataset of NCI-60 drug combinations with 297,098 pairs across 59 cell lines. Regression. Given two drug SMILES strings and cell line genomic features, predict the synergy score measuring deviation from expected non-interaction effect. (1) Drug 1: CC1=C2C(C(=O)C3(C(CC4C(C3C(C(C2(C)C)(CC1OC(=O)C(C(C5=CC=CC=C5)NC(=O)OC(C)(C)C)O)O)OC(=O)C6=CC=CC=C6)(CO4)OC(=O)C)OC)C)OC. Drug 2: CC1C(C(CC(O1)OC2CC(CC3=C2C(=C4C(=C3O)C(=O)C5=C(C4=O)C(=CC=C5)OC)O)(C(=O)C)O)N)O.Cl. Cell line: LOX IMVI. Synergy scores: CSS=29.0, Synergy_ZIP=-9.88, Synergy_Bliss=-7.12, Synergy_Loewe=-5.58, Synergy_HSA=-1.07. (2) Drug 1: CC(C1=C(C=CC(=C1Cl)F)Cl)OC2=C(N=CC(=C2)C3=CN(N=C3)C4CCNCC4)N. Drug 2: CN1C(=O)N2C=NC(=C2N=N1)C(=O)N. Cell line: COLO 205. Synergy scores: CSS=2.00, Synergy_ZIP=2.59, Synergy_Bliss=6.45, Synergy_Loewe=-7.62, Synergy_HSA=0.456.